Dataset: Retrosynthesis with 50K atom-mapped reactions and 10 reaction types from USPTO. Task: Predict the reactants needed to synthesize the given product. Given the product C#Cc1cccc(-c2ccc3c(c2)C(C)(C)OC(=O)N3)c1, predict the reactants needed to synthesize it. The reactants are: CC1(C)OC(=O)Nc2ccc(-c3cccc(C#C[Si](C)(C)C)c3)cc21.